This data is from Full USPTO retrosynthesis dataset with 1.9M reactions from patents (1976-2016). The task is: Predict the reactants needed to synthesize the given product. (1) Given the product [C:45]([O:44][C:42](=[O:43])[NH:18][C@H:19]([C:21]1[N:26]=[CH:25][C:24]([F:27])=[CH:23][N:22]=1)[CH3:20])([CH3:46])([CH3:47])[CH3:48], predict the reactants needed to synthesize it. The reactants are: FC1C(N(C)S(C)(=O)=O)=NC([NH:18][C@H:19]([C:21]2[N:26]=[CH:25][C:24]([F:27])=[CH:23][N:22]=2)[CH3:20])=NC=1NC1C=C(OC(C)C)NN=1.[C:45]([O:44][C:42](O[C:42]([O:44][C:45]([CH3:48])([CH3:47])[CH3:46])=[O:43])=[O:43])([CH3:48])([CH3:47])[CH3:46].O.[OH-].[Li+].O. (2) Given the product [CH3:1][N:2]1[C:10]2[C:5](=[CH:6][C:7]([OH:11])=[CH:8][CH:9]=2)[CH:4]=[C:3]1[C:19](=[O:21])[NH2:20], predict the reactants needed to synthesize it. The reactants are: [CH3:1][N:2]1[C:10]2[C:5](=[CH:6][C:7]([O:11]CC3C=CC=CC=3)=[CH:8][CH:9]=2)[CH:4]=[C:3]1[C:19](=[O:21])[NH2:20].